Predict which catalyst facilitates the given reaction. From a dataset of Catalyst prediction with 721,799 reactions and 888 catalyst types from USPTO. (1) Reactant: CC(C)([O-])C.[K+].[CH3:7][C:8]1[CH:12]=[CH:11][NH:10][N:9]=1.[Br:13][C:14]1[CH:19]=[CH:18][C:17]([Br:20])=[CH:16][C:15]=1F. Product: [Br:13][C:14]1[CH:19]=[CH:18][C:17]([Br:20])=[CH:16][C:15]=1[N:10]1[CH:11]=[CH:12][C:8]([CH3:7])=[N:9]1. The catalyst class is: 16. (2) Product: [C:16]1([C:2]2[CH:7]=[CH:6][N:5]=[C:4]([NH:8][C:9](=[O:15])[O:10][C:11]([CH3:14])([CH3:13])[CH3:12])[CH:3]=2)[CH:21]=[CH:20][CH:19]=[CH:18][CH:17]=1. Reactant: I[C:2]1[CH:7]=[CH:6][N:5]=[C:4]([NH:8][C:9](=[O:15])[O:10][C:11]([CH3:14])([CH3:13])[CH3:12])[CH:3]=1.[C:16]1(B(O)O)[CH:21]=[CH:20][CH:19]=[CH:18][CH:17]=1.C(=O)([O-])[O-].[Na+].[Na+]. The catalyst class is: 77. (3) Reactant: [CH3:1][O:2][C:3]1[CH:4]=[C:5]2[C:10](=[CH:11][C:12]=1[O:13][CH3:14])[N:9]=[CH:8][CH:7]=[C:6]2[O:15][C:16]1[CH:22]=[CH:21][C:19]([NH2:20])=[C:18]([F:23])[CH:17]=1.ClC(Cl)(O[C:28](=[O:34])OC(Cl)(Cl)Cl)Cl.[NH2:36][N:37]1[CH2:42][CH2:41][CH2:40][CH2:39][CH2:38]1.C(=O)(O)[O-].[Na+]. Product: [CH3:1][O:2][C:3]1[CH:4]=[C:5]2[C:10](=[CH:11][C:12]=1[O:13][CH3:14])[N:9]=[CH:8][CH:7]=[C:6]2[O:15][C:16]1[CH:22]=[CH:21][C:19]([NH:20][C:28]([NH:36][N:37]2[CH2:42][CH2:41][CH2:40][CH2:39][CH2:38]2)=[O:34])=[C:18]([F:23])[CH:17]=1. The catalyst class is: 208. (4) Reactant: [Si:1]([O:8][CH2:9][CH:10]([C:12]1[CH:13]=[C:14]([CH:17]=[CH:18][CH:19]=1)[CH:15]=O)[F:11])([C:4]([CH3:7])([CH3:6])[CH3:5])([CH3:3])[CH3:2].C(O)(=O)C.FC(F)(F)C(O)=O.[CH:31]([C:34]1[S:35][CH:36]=[C:37]([C:39]([N:41]2[CH2:46][C:45]3([CH2:51][CH2:50][NH:49][CH2:48][CH2:47]3)[O:44][CH2:43][CH2:42]2)=[O:40])[N:38]=1)([CH3:33])[CH3:32].C(O[BH-](OC(=O)C)OC(=O)C)(=O)C.[Na+]. Product: [Si:1]([O:8][CH2:9][CH:10]([C:12]1[CH:13]=[C:14]([CH:17]=[CH:18][CH:19]=1)[CH2:15][N:49]1[CH2:50][CH2:51][C:45]2([O:44][CH2:43][CH2:42][N:41]([C:39]([C:37]3[N:38]=[C:34]([CH:31]([CH3:32])[CH3:33])[S:35][CH:36]=3)=[O:40])[CH2:46]2)[CH2:47][CH2:48]1)[F:11])([C:4]([CH3:7])([CH3:6])[CH3:5])([CH3:3])[CH3:2]. The catalyst class is: 5. (5) Reactant: [H-].[Na+].[Br:3][C:4]1[CH:5]=[CH:6][C:7]([CH2:10][OH:11])=[N:8][CH:9]=1.CI.[C:14](OCC)(=O)C. The catalyst class is: 9. Product: [Br:3][C:4]1[CH:5]=[CH:6][C:7]([CH2:10][O:11][CH3:14])=[N:8][CH:9]=1. (6) Reactant: [Br:1][C:2]1[CH:14]=[CH:13][C:12]2[C:11]3[C:6](=[CH:7][C:8]([Br:15])=[CH:9][CH:10]=3)[C:5]3([O:20][CH2:19][CH:18]=[CH:17][CH2:16]3)[C:4]=2[CH:3]=1. Product: [Br:15][C:8]1[CH:9]=[CH:10][C:11]2[C:12]3[C:4]([C:5]4([CH2:16][CH2:17][CH2:18][CH2:19][O:20]4)[C:6]=2[CH:7]=1)=[CH:3][C:2]([Br:1])=[CH:14][CH:13]=3. The catalyst class is: 25.